Dataset: Full USPTO retrosynthesis dataset with 1.9M reactions from patents (1976-2016). Task: Predict the reactants needed to synthesize the given product. (1) The reactants are: C12(C[O:12]C3C=CN=CC=3Br)CC3CC(CC(C3)C1)C2.[Br:20][C:21]1[CH:22]=[N:23][CH:24]=[CH:25][C:26]=1[O:27][CH2:28][C@H:29]1[CH2:34][CH2:33][C@H:32]([C:35]([F:38])([F:37])[F:36])[CH2:31][CH2:30]1. Given the product [Br:20][C:21]1[CH:22]=[N+:23]([O-:12])[CH:24]=[CH:25][C:26]=1[O:27][CH2:28][C@H:29]1[CH2:30][CH2:31][C@H:32]([C:35]([F:36])([F:38])[F:37])[CH2:33][CH2:34]1, predict the reactants needed to synthesize it. (2) Given the product [CH3:26][C:27]1[N:28]=[C:29]2[CH:34]=[CH:33][C:32]([C:2]3[CH:11]=[C:10]4[C:5]([CH:6]=[C:7]([N:13]5[CH2:14][CH2:15][N:16]([C:19]([O:21][C:22]([CH3:23])([CH3:25])[CH3:24])=[O:20])[CH2:17][CH2:18]5)[C:8](=[O:12])[O:9]4)=[CH:4][CH:3]=3)=[CH:31][N:30]2[CH:38]=1, predict the reactants needed to synthesize it. The reactants are: Br[C:2]1[CH:11]=[C:10]2[C:5]([CH:6]=[C:7]([N:13]3[CH2:18][CH2:17][N:16]([C:19]([O:21][C:22]([CH3:25])([CH3:24])[CH3:23])=[O:20])[CH2:15][CH2:14]3)[C:8](=[O:12])[O:9]2)=[CH:4][CH:3]=1.[CH3:26][C:27]1[N:28]=[C:29]2[CH:34]=[CH:33][C:32](B(O)O)=[CH:31][N:30]2[CH:38]=1.C([O-])([O-])=O.[K+].[K+]. (3) The reactants are: [S:1]([CH2:4][C:5]([C:7]1[CH:12]=[CH:11][CH:10]=[C:9]([C:13]([F:16])([F:15])[F:14])[CH:8]=1)=O)[C:2]#[N:3].S(=O)(=O)(O)[OH:18]. Given the product [F:14][C:13]([F:16])([F:15])[C:9]1[CH:8]=[C:7]([C:5]2[NH:3][C:2](=[O:18])[S:1][CH:4]=2)[CH:12]=[CH:11][CH:10]=1, predict the reactants needed to synthesize it. (4) Given the product [C:1]([C:3]1[CH:4]=[CH:5][C:6]2[N:10]=[CH:9][N:8]([CH2:11][C@H:12]3[CH2:17][CH2:16][CH2:15][C@:14]4([O:18][C:35](=[O:36])[N:20]([CH2:21][C:22]([CH3:27])([CH3:28])[C:23]([O:25][CH3:26])=[O:24])[CH2:19]4)[CH2:13]3)[C:7]=2[CH:29]=1)#[N:2], predict the reactants needed to synthesize it. The reactants are: [C:1]([C:3]1[CH:4]=[CH:5][C:6]2[N:10]=[CH:9][N:8]([CH2:11][CH:12]3[CH2:17][CH2:16][CH2:15][C:14]([CH2:19][NH:20][CH2:21][C:22]([CH3:28])([CH3:27])[C:23]([O:25][CH3:26])=[O:24])([OH:18])[CH2:13]3)[C:7]=2[CH:29]=1)#[N:2].C1N=CN([C:35](N2C=NC=C2)=[O:36])C=1. (5) Given the product [F:24][C:17]([F:25])([C:18]1[CH:19]=[CH:20][CH:21]=[CH:22][CH:23]=1)[C:15]1[CH:14]=[C:6]([C:7]([N:9]([CH3:13])[CH2:10][CH2:11][CH3:12])=[O:8])[CH:5]=[C:4]([CH:16]=1)[C:3]([OH:26])=[O:2], predict the reactants needed to synthesize it. The reactants are: C[O:2][C:3](=[O:26])[C:4]1[CH:16]=[C:15]([C:17]([F:25])([F:24])[C:18]2[CH:23]=[CH:22][CH:21]=[CH:20][CH:19]=2)[CH:14]=[C:6]([C:7]([N:9]([CH3:13])[CH2:10][CH2:11][CH3:12])=[O:8])[CH:5]=1.[OH-].[Li+]. (6) Given the product [C:45]1([C:2]2[C:11]([O:12][CH3:13])=[CH:10][CH:9]=[C:8]3[C:3]=2[CH:4]=[CH:5][N:6]=[C:7]3[O:14][CH:15]2[CH2:32][CH:31]3[N:17]([C:18](=[O:44])[N:19]([CH3:43])[CH2:20][CH2:21][CH2:22][CH2:23][CH:24]=[CH:25][CH:26]4[C:28]([C:34]([NH:36][S:37]([CH:40]5[CH2:42][CH2:41]5)(=[O:38])=[O:39])=[O:35])([NH:29][C:30]3=[O:33])[CH2:27]4)[CH2:16]2)[CH:50]=[CH:49][CH:48]=[CH:47][CH:46]=1, predict the reactants needed to synthesize it. The reactants are: Br[C:2]1[C:11]([O:12][CH3:13])=[CH:10][CH:9]=[C:8]2[C:3]=1[CH:4]=[CH:5][N:6]=[C:7]2[O:14][CH:15]1[CH2:32][CH:31]2[N:17]([C:18](=[O:44])[N:19]([CH3:43])[CH2:20][CH2:21][CH2:22][CH2:23][CH:24]=[CH:25][CH:26]3[C:28]([C:34]([NH:36][S:37]([CH:40]4[CH2:42][CH2:41]4)(=[O:39])=[O:38])=[O:35])([NH:29][C:30]2=[O:33])[CH2:27]3)[CH2:16]1.[C:45]1(B(O)O)[CH:50]=[CH:49][CH:48]=[CH:47][CH:46]=1.CC1C=CN=CC=1C1C(OC)=CC=C2C=1C=CN=C2OC1CC2N(C(=O)N(C)CCCCC=CC3C(C(NS(C4CC4)(=O)=O)=O)(NC2=O)C3)C1. (7) Given the product [B:29]([C:18]1[CH:19]=[C:20]([C:23]([F:26])([F:25])[F:24])[CH:21]=[CH:22][C:17]=1[O:16][CH2:15][C:10]([OH:11])=[O:9])([OH:30])[OH:28], predict the reactants needed to synthesize it. The reactants are: C([Li])(CC)C.CC12CO[C:10]([CH2:15][O:16][C:17]3[CH:22]=[CH:21][C:20]([C:23]([F:26])([F:25])[F:24])=[CH:19][CH:18]=3)([O:11]C1)[O:9]C2.C[O:28][B:29](OC)[O:30]C. (8) Given the product [F:1][C:2]1[CH:7]=[CH:6][CH:5]=[C:4]([F:8])[C:3]=1[N:9]1[C:14]2[N:15]=[C:16]([NH:27][CH2:28][CH2:29][NH:30][C:39]([NH:38][CH:32]3[CH2:37][CH2:36][CH2:35][CH2:34][CH2:33]3)=[O:40])[N:17]=[C:18]([C:19]3[CH:24]=[CH:23][C:22]([F:25])=[CH:21][C:20]=3[CH3:26])[C:13]=2[CH:12]=[CH:11][C:10]1=[O:31], predict the reactants needed to synthesize it. The reactants are: [F:1][C:2]1[CH:7]=[CH:6][CH:5]=[C:4]([F:8])[C:3]=1[N:9]1[C:14]2[N:15]=[C:16]([NH:27][CH2:28][CH2:29][NH2:30])[N:17]=[C:18]([C:19]3[CH:24]=[CH:23][C:22]([F:25])=[CH:21][C:20]=3[CH3:26])[C:13]=2[CH:12]=[CH:11][C:10]1=[O:31].[CH:32]1([N:38]=[C:39]=[O:40])[CH2:37][CH2:36][CH2:35][CH2:34][CH2:33]1. (9) Given the product [CH3:1][O:2][C:3]([C:5]1[NH:15][C:8]2=[N:9][CH:10]=[C:11]([CH2:13][OH:14])[CH:12]=[C:7]2[CH:6]=1)=[O:4], predict the reactants needed to synthesize it. The reactants are: [CH3:1][O:2][C:3]([C:5]1[NH:15][C:8]2=[N:9][CH:10]=[C:11]([CH:13]=[O:14])[CH:12]=[C:7]2[CH:6]=1)=[O:4].CC(C[AlH]CC(C)C)C.C1CCCCC1.